Dataset: Full USPTO retrosynthesis dataset with 1.9M reactions from patents (1976-2016). Task: Predict the reactants needed to synthesize the given product. (1) Given the product [CH2:19]([O:21][C:22]1[CH:23]=[C:24]([CH2:33][C:34]([NH:17][C@H:4]([C:37]2[CH:42]=[CH:41][CH:40]=[CH:39][C:38]=2[N:11]2[CH2:12][CH2:13][CH2:14][CH2:15][CH2:16]2)[CH2:3][CH:2]([CH3:18])[CH3:1])=[O:36])[CH:25]=[CH:26][C:27]=1[C:28]([NH:17][C@H:4]([C:5]1[CH:10]=[CH:9][CH:8]=[CH:7][C:6]=1[N:11]1[CH2:16][CH2:15][CH2:14][CH2:13][CH2:12]1)[CH2:3][CH:2]([CH3:18])[CH3:1])=[O:30])[CH3:20], predict the reactants needed to synthesize it. The reactants are: [CH3:1][CH:2]([CH3:18])[CH2:3][C@H:4]([NH2:17])[C:5]1[CH:10]=[CH:9][CH:8]=[CH:7][C:6]=1[N:11]1[CH2:16][CH2:15][CH2:14][CH2:13][CH2:12]1.[CH2:19]([O:21][C:22]1[CH:23]=[C:24]([CH2:33][C:34]([OH:36])=O)[CH:25]=[CH:26][C:27]=1[C:28]([O:30]CC)=O)[CH3:20].[C:37]1(B(O)O)[CH:42]=[CH:41][CH:40]=[CH:39][CH:38]=1. (2) The reactants are: [C:1]([O:5][C:6]([N:8]([C:42]1[CH:47]=[CH:46][C:45]([O:48][CH2:49][CH2:50][O:51][CH3:52])=[CH:44][CH:43]=1)[C:9]1[N:14]2[N:15]=[CH:16][CH:17]=[C:13]2[N:12]=[C:11]([NH:18][C@H:19]2[CH2:24][CH2:23][CH2:22][N:21]([C:25]([O:27][C:28]([CH3:31])([CH3:30])[CH3:29])=[O:26])[CH2:20]2)[C:10]=1[CH2:32][CH2:33][O:34][Si](C(C)(C)C)(C)C)=[O:7])([CH3:4])([CH3:3])[CH3:2].[F-].C([N+](CCCC)(CCCC)CCCC)CCC.[Cl-].[NH4+]. Given the product [C:1]([O:5][C:6]([N:8]([C:42]1[CH:43]=[CH:44][C:45]([O:48][CH2:49][CH2:50][O:51][CH3:52])=[CH:46][CH:47]=1)[C:9]1[N:14]2[N:15]=[CH:16][CH:17]=[C:13]2[N:12]=[C:11]([NH:18][C@H:19]2[CH2:24][CH2:23][CH2:22][N:21]([C:25]([O:27][C:28]([CH3:29])([CH3:30])[CH3:31])=[O:26])[CH2:20]2)[C:10]=1[CH2:32][CH2:33][OH:34])=[O:7])([CH3:4])([CH3:2])[CH3:3], predict the reactants needed to synthesize it.